From a dataset of Catalyst prediction with 721,799 reactions and 888 catalyst types from USPTO. Predict which catalyst facilitates the given reaction. (1) The catalyst class is: 8. Product: [CH3:1][N:2]([S:22]([C:25]1[S:26][CH:27]=[CH:28][CH:29]=1)(=[O:23])=[O:24])[C:3]1[CH:4]=[C:5]([O:17][C:18]([F:20])([F:21])[F:19])[CH:6]=[C:7]2[C:11]=1[NH:10][C:9]([C:12]([OH:14])=[O:13])=[CH:8]2. Reactant: [CH3:1][N:2]([S:22]([C:25]1[S:26][CH:27]=[CH:28][CH:29]=1)(=[O:24])=[O:23])[C:3]1[CH:4]=[C:5]([O:17][C:18]([F:21])([F:20])[F:19])[CH:6]=[C:7]2[C:11]=1[NH:10][C:9]([C:12]([O:14]CC)=[O:13])=[CH:8]2.[OH-].[Na+].O1CCCC1.C(O)(=O)CC(CC(O)=O)(C(O)=O)O. (2) Reactant: [CH3:1][O:2][C:3]1[C:7]([O:8][CH3:9])=[CH:6][S:5][CH:4]=1.[CH2:10]([CH:12]([CH2:15][CH2:16][CH2:17][CH3:18])CO)[CH3:11].[C:19]1([CH3:29])[CH:24]=[CH:23][C:22](S(O)(=O)=O)=[CH:21][CH:20]=1. Product: [CH2:17]([CH:16]([CH2:15][CH2:12][CH2:10][CH3:11])[CH2:1][O:2][C:3]1[C:7]([O:8][CH2:9][CH:20]([CH2:19][CH3:29])[CH2:21][CH2:22][CH2:23][CH3:24])=[CH:6][S:5][CH:4]=1)[CH3:18]. The catalyst class is: 11. (3) Reactant: [Cl:1][C:2]1[CH:7]=[CH:6][C:5]([C:8]2[CH:12]=[C:11]([CH:13]3[CH2:18][N:17](C(OC(C)(C)C)=O)[CH:16]([C:26]4[CH:31]=[CH:30][CH:29]=[CH:28][CH:27]=4)[CH2:15][CH2:14]3)[N:10]([C:32]3[N:37]=[CH:36][CH:35]=[CH:34][N:33]=3)[N:9]=2)=[CH:4][CH:3]=1.Cl. Product: [Cl:1][C:2]1[CH:3]=[CH:4][C:5]([C:8]2[CH:12]=[C:11]([CH:13]3[CH2:14][CH2:15][CH:16]([C:26]4[CH:31]=[CH:30][CH:29]=[CH:28][CH:27]=4)[NH:17][CH2:18]3)[N:10]([C:32]3[N:33]=[CH:34][CH:35]=[CH:36][N:37]=3)[N:9]=2)=[CH:6][CH:7]=1. The catalyst class is: 4.